From a dataset of Full USPTO retrosynthesis dataset with 1.9M reactions from patents (1976-2016). Predict the reactants needed to synthesize the given product. (1) Given the product [Cl:1][C:2]1[CH:3]=[CH:4][C:5]2[O:9][CH:8]=[C:7]([CH2:10][CH2:11][N:17]3[CH2:18][CH2:19][N:14]([C:20]4[CH:21]=[CH:22][CH:23]=[C:24]5[C:29]=4[N:28]=[CH:27][CH:26]=[CH:25]5)[CH2:15][CH2:16]3)[C:6]=2[CH:13]=1, predict the reactants needed to synthesize it. The reactants are: [Cl:1][C:2]1[CH:3]=[CH:4][C:5]2[O:9][CH:8]=[C:7]([CH2:10][CH2:11]I)[C:6]=2[CH:13]=1.[N:14]1([C:20]2[CH:21]=[CH:22][CH:23]=[C:24]3[C:29]=2[N:28]=[CH:27][CH:26]=[CH:25]3)[CH2:19][CH2:18][NH:17][CH2:16][CH2:15]1.C(N(CC)C(C)C)(C)C. (2) Given the product [C:29]([O:28][CH:24]([C:15]1[N:14]([CH3:33])[C:13](=[O:34])[C:12]2[NH:8][CH:9]=[CH:10][C:11]=2[C:16]=1[C:17]1[CH:18]=[CH:19][C:20]([CH3:23])=[CH:21][CH:22]=1)[C:25]([O:27][CH3:36])=[O:26])([CH3:31])([CH3:32])[CH3:30], predict the reactants needed to synthesize it. The reactants are: C([N:8]1[C:12]2[C:13](=[O:34])[N:14]([CH3:33])[C:15]([CH:24]([O:28][C:29]([CH3:32])([CH3:31])[CH3:30])[C:25]([OH:27])=[O:26])=[C:16]([C:17]3[CH:22]=[CH:21][C:20]([CH3:23])=[CH:19][CH:18]=3)[C:11]=2[CH:10]=[CH:9]1)C1C=CC=CC=1.[Li+].[CH3:36]C([N-]C(C)C)C.CCCCCCC.O1CCCC1.C(C1C=CC=CC=1)C.C[Si](C=[N+]=[N-])(C)C. (3) Given the product [Br:7][C:8]1[CH:9]=[CH:10][C:11]2[O:16][C:18]([C:19]([O:21][CH2:22][CH3:23])=[O:20])=[CH:13][C:12]=2[CH:15]=1, predict the reactants needed to synthesize it. The reactants are: C([O-])([O-])=O.[Na+].[Na+].[Br:7][C:8]1[CH:15]=[C:12]([CH:13]=O)[C:11]([OH:16])=[CH:10][CH:9]=1.Br[CH2:18][C:19]([O:21][CH2:22][CH3:23])=[O:20]. (4) Given the product [Br:7][C:4]1[S:3][C:2]([N:8]2[CH2:13][CH2:12][O:11][CH2:10][CH2:9]2)=[N:6][CH:5]=1, predict the reactants needed to synthesize it. The reactants are: Br[C:2]1[S:3][C:4]([Br:7])=[CH:5][N:6]=1.[NH:8]1[CH2:13][CH2:12][O:11][CH2:10][CH2:9]1. (5) The reactants are: [C:1]([O:5][C:6](=[O:18])[NH:7][C:8]1[CH:13]=[C:12]([N+:14]([O-])=O)[CH:11]=[CH:10][C:9]=1[CH3:17])([CH3:4])([CH3:3])[CH3:2]. Given the product [C:1]([O:5][C:6](=[O:18])[NH:7][C:8]1[CH:13]=[C:12]([NH2:14])[CH:11]=[CH:10][C:9]=1[CH3:17])([CH3:4])([CH3:3])[CH3:2], predict the reactants needed to synthesize it. (6) Given the product [C:2]1([C:26]2[CH:31]=[CH:30][CH:29]=[CH:28][CH:27]=2)[CH:7]=[CH:6][CH:5]=[CH:4][C:3]=1[NH:8][C:9]1[S:10]/[C:11](=[CH:15]\[C:16]2[CH:17]=[C:18]3[C:23](=[CH:24][CH:25]=2)[N:22]=[CH:21][CH:20]=[CH:19]3)/[C:12](=[O:14])[N:13]=1, predict the reactants needed to synthesize it. The reactants are: Br[C:2]1[CH:7]=[CH:6][CH:5]=[CH:4][C:3]=1[NH:8][C:9]1[S:10]/[C:11](=[CH:15]\[C:16]2[CH:17]=[C:18]3[C:23](=[CH:24][CH:25]=2)[N:22]=[CH:21][CH:20]=[CH:19]3)/[C:12](=[O:14])[N:13]=1.[C:26]1(B(O)O)[CH:31]=[CH:30][CH:29]=[CH:28][CH:27]=1.